Dataset: Forward reaction prediction with 1.9M reactions from USPTO patents (1976-2016). Task: Predict the product of the given reaction. (1) The product is: [Cl:1][C:2]1[CH:9]=[C:8]([Cl:10])[CH:7]=[CH:6][C:3]=1[CH:4]=[C:12]([C:11]#[N:15])[C:13]#[N:14]. Given the reactants [Cl:1][C:2]1[CH:9]=[C:8]([Cl:10])[CH:7]=[CH:6][C:3]=1[CH:4]=O.[C:11](#[N:15])[CH2:12][C:13]#[N:14].[OH-].[K+], predict the reaction product. (2) Given the reactants [H-].[Na+].CO[C:5](=[O:8])[O:6][CH3:7].[CH3:9][O:10][C:11]1[CH:12]=[C:13]2[C:18](=[CH:19][CH:20]=1)[C:17](=[O:21])[CH2:16][CH2:15][CH2:14]2, predict the reaction product. The product is: [CH3:9][O:10][C:11]1[CH:12]=[C:13]2[C:18](=[CH:19][CH:20]=1)[C:17](=[O:21])[CH:16]([C:5]([O:6][CH3:7])=[O:8])[CH2:15][CH2:14]2.